This data is from Reaction yield outcomes from USPTO patents with 853,638 reactions. The task is: Predict the reaction yield, written as a fraction of the theoretical maximum amount of product (1.0 means a 100% yield; for example, 0.34 means a 34% yield). (1) The product is [C:79]([O:78][C:77]([NH:76][CH2:75][C:72]1[N:73]=[N:74][N:70]([CH2:69][C@@H:65]2[C@H:64]([NH:63][C:13](=[O:15])/[C:12](=[N:11]\[O:10][C:7]([CH3:8])([CH3:9])[C:6]([O:5][C:1]([CH3:4])([CH3:3])[CH3:2])=[O:29])/[C:16]3[N:17]=[C:18]([NH:21][C:22]([O:24][C:25]([CH3:26])([CH3:27])[CH3:28])=[O:23])[S:19][CH:20]=3)[C:67](=[O:68])[NH:66]2)[N:71]=1)=[O:83])([CH3:82])([CH3:80])[CH3:81]. The catalyst is C(Cl)Cl.CN(C=O)C. The reactants are [C:1]([O:5][C:6](=[O:29])[C:7]([O:10]/[N:11]=[C:12](/[C:16]1[N:17]=[C:18]([NH:21][C:22]([O:24][C:25]([CH3:28])([CH3:27])[CH3:26])=[O:23])[S:19][CH:20]=1)\[C:13]([OH:15])=O)([CH3:9])[CH3:8])([CH3:4])([CH3:3])[CH3:2].CCN(C(C)C)C(C)C.CN(C(ON1N=NC2C=CC=NC1=2)=[N+](C)C)C.F[P-](F)(F)(F)(F)F.[NH2:63][C@@H:64]1[C:67](=[O:68])[NH:66][C@@H:65]1[CH2:69][N:70]1[N:74]=[N:73][C:72]([CH2:75][NH:76][C:77](=[O:83])[O:78][C:79]([CH3:82])([CH3:81])[CH3:80])=[N:71]1. The yield is 0.700. (2) The reactants are O1CCCC1.[CH2:6]([O:10][C:11]1[CH:12]=[C:13]([CH2:17][C:18](Cl)=[N:19][OH:20])[CH:14]=[CH:15][CH:16]=1)[CH2:7][CH2:8][CH3:9].[C:22]([C:24]1[C:25]([NH2:30])=[N:26][CH:27]=[CH:28][CH:29]=1)#[CH:23].C(N(CC)CC)C. The catalyst is O. The product is [CH2:6]([O:10][C:11]1[CH:12]=[C:13]([CH:14]=[CH:15][CH:16]=1)[CH2:17][C:18]1[CH:23]=[C:22]([C:24]2[C:25]([NH2:30])=[N:26][CH:27]=[CH:28][CH:29]=2)[O:20][N:19]=1)[CH2:7][CH2:8][CH3:9]. The yield is 0.0800.